From a dataset of Reaction yield outcomes from USPTO patents with 853,638 reactions. Predict the reaction yield, written as a fraction of the theoretical maximum amount of product (1.0 means a 100% yield; for example, 0.34 means a 34% yield). (1) The reactants are Cl[C:2]1[CH:3]=[C:4]([C:9](=[O:17])[CH2:10][C:11]2[CH:16]=[CH:15][CH:14]=[CH:13][CH:12]=2)[CH:5]=[C:6]([Cl:8])[CH:7]=1.BrC1C=CC([Cl:25])=C(Cl)C=1. No catalyst specified. The product is [Cl:8][C:6]1[CH:5]=[C:4]([C:9](=[O:17])[CH2:10][C:11]2[CH:16]=[CH:15][CH:14]=[CH:13][CH:12]=2)[CH:3]=[CH:2][C:7]=1[Cl:25]. The yield is 0.424. (2) The reactants are [CH3:1][O:2][C:3]1[CH:24]=[CH:23][C:6]([CH2:7][N:8]2[CH:17]=[C:16]3[C:10]([CH:11]([CH3:22])[CH2:12][CH2:13][C:14]4[S:20][C:19]([NH2:21])=[N:18][C:15]=43)=[N:9]2)=[CH:5][CH:4]=1.Cl[C:26]1[N:31]=[C:30]([CH3:32])[CH:29]=[CH:28][N:27]=1.CC1(C)C2C(=C(P(C3C=CC=CC=3)C3C=CC=CC=3)C=CC=2)OC2C(P(C3C=CC=CC=3)C3C=CC=CC=3)=CC=CC1=2.C([O-])([O-])=O.[Cs+].[Cs+]. The catalyst is O1CCOCC1.C1C=CC(/C=C/C(/C=C/C2C=CC=CC=2)=O)=CC=1.C1C=CC(/C=C/C(/C=C/C2C=CC=CC=2)=O)=CC=1.C1C=CC(/C=C/C(/C=C/C2C=CC=CC=2)=O)=CC=1.[Pd].[Pd]. The product is [CH3:1][O:2][C:3]1[CH:4]=[CH:5][C:6]([CH2:7][N:8]2[CH:17]=[C:16]3[C:10]([CH:11]([CH3:22])[CH2:12][CH2:13][C:14]4[S:20][C:19]([NH:21][C:26]5[N:31]=[C:30]([CH3:32])[CH:29]=[CH:28][N:27]=5)=[N:18][C:15]=43)=[N:9]2)=[CH:23][CH:24]=1. The yield is 0.710. (3) The reactants are N[C@H:2]([C:10]([OH:12])=[O:11])[CH2:3][C:4]1[CH:9]=[CH:8][CH:7]=[CH:6][CH:5]=1.S(=O)(=O)(O)[OH:14].N([O-])=O.[Na+]. The catalyst is O. The product is [OH:14][C@@H:2]([CH2:3][C:4]1[CH:9]=[CH:8][CH:7]=[CH:6][CH:5]=1)[C:10]([OH:12])=[O:11]. The yield is 0.700. (4) The reactants are [CH3:1][CH2:2][C@@H:3]([C@H:5]([N:36]([C:38]([C@@H:40]([NH:44][C:45]([C@@H:47]([N:51]([CH3:53])[CH3:52])[CH:48]([CH3:50])[CH3:49])=[O:46])[CH:41]([CH3:43])[CH3:42])=[O:39])[CH3:37])[C@H:6]([O:34][CH3:35])[CH2:7][C:8]([N:10]1[C@H:14]([C@H:15]([O:32][CH3:33])[C@H:16]([C:18]([NH:20][C@H:21]([C:29]([OH:31])=[O:30])[CH2:22][C:23]2[CH:28]=[CH:27][CH:26]=[CH:25][CH:24]=2)=[O:19])[CH3:17])[CH2:13][CH2:12][CH2:11]1)=[O:9])[CH3:4].CN(C(ON1N=NC2C=CC=NC1=2)=[N+](C)C)C.F[P-](F)(F)(F)(F)F.C(N(C(C)C)CC)(C)C.[NH2:87][CH2:88][CH2:89][CH2:90][OH:91]. The catalyst is CN(C=O)C. The product is [CH3:1][CH2:2][C@@H:3]([C@H:5]([N:36]([C:38]([C@@H:40]([NH:44][C:45]([C@@H:47]([N:51]([CH3:53])[CH3:52])[CH:48]([CH3:50])[CH3:49])=[O:46])[CH:41]([CH3:43])[CH3:42])=[O:39])[CH3:37])[C@H:6]([O:34][CH3:35])[CH2:7][C:8]([N:10]1[C@H:14]([C@H:15]([O:32][CH3:33])[C@H:16]([C:18]([NH:20][C@H:21]([C:29]([OH:31])=[O:30])[CH2:22][C:23]2[CH:28]=[CH:27][CH:26]=[CH:25][CH:24]=2)=[O:19])[CH3:17])[CH2:13][CH2:12][CH2:11]1)=[O:9])[CH3:4].[OH:91][CH2:90][CH2:89][CH2:88][NH-:87]. The yield is 0.680.